From a dataset of Full USPTO retrosynthesis dataset with 1.9M reactions from patents (1976-2016). Predict the reactants needed to synthesize the given product. (1) Given the product [F:12][C:9]1[CH:10]=[CH:11][C:6]([NH:5][C:3](=[O:4])[C@@H:2]([NH:1][C:23]2[N:31]=[CH:30][N:29]=[C:28]3[C:24]=2[N:25]=[CH:26][NH:27]3)[CH3:21])=[C:7]([NH:13][C:14]2[CH:15]=[N:16][C:17]([F:20])=[CH:18][CH:19]=2)[CH:8]=1, predict the reactants needed to synthesize it. The reactants are: [NH2:1][C@@H:2]([CH3:21])[C:3]([NH:5][C:6]1[CH:11]=[CH:10][C:9]([F:12])=[CH:8][C:7]=1[NH:13][C:14]1[CH:15]=[N:16][C:17]([F:20])=[CH:18][CH:19]=1)=[O:4].Cl[C:23]1[N:31]=[CH:30][N:29]=[C:28]2[C:24]=1[N:25]=[CH:26][N:27]2C1CCCCO1.CCN(C(C)C)C(C)C. (2) Given the product [Br:14][C:9]1[CH:8]=[C:7]([CH2:6][C:15]#[N:16])[CH:12]=[CH:11][C:10]=1[F:13], predict the reactants needed to synthesize it. The reactants are: CS(O[CH2:6][C:7]1[CH:12]=[CH:11][C:10]([F:13])=[C:9]([Br:14])[CH:8]=1)(=O)=O.[C-:15]#[N:16].[Na+].